From a dataset of Reaction yield outcomes from USPTO patents with 853,638 reactions. Predict the reaction yield, written as a fraction of the theoretical maximum amount of product (1.0 means a 100% yield; for example, 0.34 means a 34% yield). The yield is 0.250. The product is [CH3:18][O:19][C:20]1[CH:21]=[C:22]2[C:27](=[CH:28][C:29]=1[O:30][CH3:31])[CH2:26][N:25]([S:12]([CH2:11][CH:7]([CH:8]([CH3:9])[CH3:10])[C:6]([OH:5])=[O:16])(=[O:13])=[O:14])[CH2:24][CH2:23]2. The catalyst is ClCCl.CCCCCC. The reactants are C([O:5][C:6](=[O:16])[CH:7]([CH2:11][S:12](Cl)(=[O:14])=[O:13])[CH:8]([CH3:10])[CH3:9])(C)(C)C.Cl.[CH3:18][O:19][C:20]1[CH:21]=[C:22]2[C:27](=[CH:28][C:29]=1[O:30][CH3:31])[CH2:26][NH:25][CH2:24][CH2:23]2.C(N(CC)CC)C.FC(F)(F)C(O)=O.